This data is from Full USPTO retrosynthesis dataset with 1.9M reactions from patents (1976-2016). The task is: Predict the reactants needed to synthesize the given product. (1) Given the product [Cl:46][CH2:32][C:30]1[N:31]=[C:27]([C:24]2[CH:25]=[CH:26][C:21]([O:20][CH3:19])=[CH:22][CH:23]=2)[S:28][CH:29]=1, predict the reactants needed to synthesize it. The reactants are: C(OC(=O)C(OCC)CC1C=CC(O)=C(F)C=1)C.[CH3:19][O:20][C:21]1[CH:26]=[CH:25][C:24]([C:27]2[S:28][CH:29]=[C:30]([CH2:32]CO)[N:31]=2)=[CH:23][CH:22]=1.COC1C=CC(C(N)=S)=CC=1.[Cl:46]CC(CCl)=O. (2) Given the product [Br:1][CH2:2][CH2:3][CH2:4][O:20][C:16]1[CH:15]=[C:14]([CH2:13][OH:12])[CH:19]=[CH:18][CH:17]=1, predict the reactants needed to synthesize it. The reactants are: [Br:1][CH2:2][CH2:3][CH2:4]Br.C([O-])([O-])=O.[K+].[K+].[OH:12][CH2:13][C:14]1[CH:15]=[C:16]([OH:20])[CH:17]=[CH:18][CH:19]=1.CCOCC.